From a dataset of Forward reaction prediction with 1.9M reactions from USPTO patents (1976-2016). Predict the product of the given reaction. The product is: [NH2:8][C:9]1[S:13][C:12]([C:40]2[C:41]([F:48])=[CH:42][CH:43]=[C:44]([O:45][CH2:46][CH3:47])[C:39]=2[F:38])=[N:11][C:10]=1[C:15]([NH:17][C:18]1[CH:19]=[N:20][CH:21]=[CH:22][C:23]=1[N:24]1[CH2:29][CH2:28][CH2:27][C@H:26]([NH2:30])[CH2:25]1)=[O:16]. Given the reactants C(OC([NH:8][C:9]1[S:13][C:12](Br)=[N:11][C:10]=1[C:15]([NH:17][C:18]1[CH:19]=[N:20][CH:21]=[CH:22][C:23]=1[N:24]1[CH2:29][CH2:28][CH2:27][C@H:26]([NH:30]C(=O)OC(C)(C)C)[CH2:25]1)=[O:16])=O)(C)(C)C.[F:38][C:39]1[C:44]([O:45][CH2:46][CH3:47])=[CH:43][CH:42]=[C:41]([F:48])[C:40]=1B(O)O.C(O)(C(F)(F)F)=O, predict the reaction product.